This data is from Catalyst prediction with 721,799 reactions and 888 catalyst types from USPTO. The task is: Predict which catalyst facilitates the given reaction. (1) Reactant: [F:1][C:2]([F:17])([F:16])[CH2:3][CH2:4][O:5][C:6]1[CH:15]=[CH:14][C:9]([C:10]([O:12]C)=[O:11])=[CH:8][N:7]=1.[OH-].[Na+]. Product: [F:17][C:2]([F:1])([F:16])[CH2:3][CH2:4][O:5][C:6]1[CH:15]=[CH:14][C:9]([C:10]([OH:12])=[O:11])=[CH:8][N:7]=1. The catalyst class is: 5. (2) Reactant: Cl[C:2]1[CH:8]=[CH:7][C:5]([NH2:6])=[CH:4][C:3]=1[N+:9]([O-:11])=[O:10].[CH3:12][O:13][C:14]1[CH:19]=[CH:18][C:17]([OH:20])=[CH:16][CH:15]=1.C(=O)([O-])[O-].[Cs+].[Cs+].C(OCC)(=O)C. Product: [CH3:12][O:13][C:14]1[CH:19]=[CH:18][C:17]([O:20][C:2]2[CH:8]=[CH:7][C:5]([NH2:6])=[CH:4][C:3]=2[N+:9]([O-:11])=[O:10])=[CH:16][CH:15]=1. The catalyst class is: 9. (3) Reactant: [Cl-].[NH2:2][C:3]1[CH:8]=[CH:7][CH:6]=[CH:5][CH:4]=1.[C:9]1([S:15]/[CH:16]=[C:17]2/[C:18](=[O:23])[O:19][CH2:20][CH2:21][CH2:22]/2)[CH:14]=[CH:13][CH:12]=[CH:11][CH:10]=1.Cl. Product: [OH:19][CH2:20][CH2:21][CH2:22]/[C:17](=[CH:16]\[S:15][C:9]1[CH:14]=[CH:13][CH:12]=[CH:11][CH:10]=1)/[C:18]([NH:2][C:3]1[CH:8]=[CH:7][CH:6]=[CH:5][CH:4]=1)=[O:23]. The catalyst class is: 2. (4) Reactant: Cl[C:2]1[CH:7]=[C:6]([CH2:8][N:9]2[C:13]([CH3:15])([CH3:14])[C:12](=[O:16])[N:11]([C:17]3[CH:22]=[CH:21][C:20]([S:23][C:24]([F:27])([F:26])[F:25])=[CH:19][CH:18]=3)[C:10]2=[O:28])[CH:5]=[CH:4][N:3]=1.[Cl:29][C:30]1[C:38]([CH3:39])=[CH:37][CH:36]=[C:35]([F:40])[C:31]=1[C:32]([NH2:34])=[O:33].CC1(C)C2C=CC=C(P(C3C=CC=CC=3)C3C=CC=CC=3)C=2OC2C1=CC=CC=2P(C1C=CC=CC=1)C1C=CC=CC=1.C(=O)([O-])[O-].[Cs+].[Cs+]. Product: [Cl:29][C:30]1[C:38]([CH3:39])=[CH:37][CH:36]=[C:35]([F:40])[C:31]=1[C:32]([NH:34][C:2]1[CH:7]=[C:6]([CH2:8][N:9]2[C:13]([CH3:15])([CH3:14])[C:12](=[O:16])[N:11]([C:17]3[CH:22]=[CH:21][C:20]([S:23][C:24]([F:25])([F:27])[F:26])=[CH:19][CH:18]=3)[C:10]2=[O:28])[CH:5]=[CH:4][N:3]=1)=[O:33]. The catalyst class is: 160. (5) Reactant: Br[C:2]1[N:3]=[CH:4][C:5]([NH2:8])=[N:6][CH:7]=1.[CH3:9][S-:10].[Na+]. Product: [CH3:9][S:10][C:2]1[N:3]=[CH:4][C:5]([NH2:8])=[N:6][CH:7]=1. The catalyst class is: 9. (6) Reactant: [C:1]1([CH:7]([C:17]2[CH:22]=[CH:21][CH:20]=[CH:19][CH:18]=2)[CH2:8][CH2:9][N:10]2[CH2:15][CH2:14][C:13](=O)[CH2:12][CH2:11]2)[CH:6]=[CH:5][CH:4]=[CH:3][CH:2]=1.[CH2:23]([NH2:26])[CH:24]=[CH2:25].C([BH3-])#N.[Na+].CCOC(C)=O. Product: [CH2:23]([NH:26][CH:13]1[CH2:14][CH2:15][N:10]([CH2:9][CH2:8][CH:7]([C:17]2[CH:22]=[CH:21][CH:20]=[CH:19][CH:18]=2)[C:1]2[CH:6]=[CH:5][CH:4]=[CH:3][CH:2]=2)[CH2:11][CH2:12]1)[CH:24]=[CH2:25]. The catalyst class is: 130. (7) Reactant: C[O:2][C:3](=[O:22])[C:4]1[CH:9]=[C:8]([O:10][C:11]2[CH:16]=[CH:15][C:14]([F:17])=[CH:13][C:12]=2[F:18])[CH:7]=[CH:6][C:5]=1[N+:19]([O-:21])=[O:20].[OH-].[Na+].Cl. Product: [F:18][C:12]1[CH:13]=[C:14]([F:17])[CH:15]=[CH:16][C:11]=1[O:10][C:8]1[CH:7]=[CH:6][C:5]([N+:19]([O-:21])=[O:20])=[C:4]([CH:9]=1)[C:3]([OH:22])=[O:2]. The catalyst class is: 72. (8) Reactant: [N+]([O-])(O)=O.N([O-])=O.[Na+].[CH2:9]([N:13]1[C:17](S)=[N:16][N:15]=[C:14]1[CH2:19][OH:20])[CH2:10][CH2:11][CH3:12].C(=O)([O-])[O-].[Na+].[Na+]. Product: [CH2:9]([N:13]1[CH:17]=[N:16][N:15]=[C:14]1[CH2:19][OH:20])[CH2:10][CH2:11][CH3:12]. The catalyst class is: 6. (9) Reactant: [OH:1][C:2]1[CH:7]=[CH:6][CH:5]=[CH:4][C:3]=1[NH:8][C:9](=[O:16])[C:10]1[CH:15]=[CH:14][CH:13]=[CH:12][CH:11]=1.Cl[CH2:18][C:19]1([CH3:22])[CH2:21][O:20]1. Product: [CH3:18][C:19]1([CH2:22][O:1][C:2]2[CH:7]=[CH:6][CH:5]=[CH:4][C:3]=2[NH:8][C:9](=[O:16])[C:10]2[CH:15]=[CH:14][CH:13]=[CH:12][CH:11]=2)[CH2:21][O:20]1. The catalyst class is: 786. (10) Reactant: C([C@H]1CCC(=O)N1CCCCCCC(OC)=O)=O.[OH:19][CH2:20][C@H:21]1[CH2:25][CH2:24][C:23](=[O:26])[N:22]1[CH2:27][C:28]#[C:29][C:30]1[S:34][C:33]([C:35]([O:37][CH3:38])=[O:36])=[CH:32][CH:31]=1.ClCCl. Product: [CH:20]([C@H:21]1[CH2:25][CH2:24][C:23](=[O:26])[N:22]1[CH2:27][C:28]#[C:29][C:30]1[S:34][C:33]([C:35]([O:37][CH3:38])=[O:36])=[CH:32][CH:31]=1)=[O:19]. The catalyst class is: 5.